Binary Classification. Given a T-cell receptor sequence (or CDR3 region) and an epitope sequence, predict whether binding occurs between them. From a dataset of TCR-epitope binding with 47,182 pairs between 192 epitopes and 23,139 TCRs. (1) Result: 0 (the TCR does not bind to the epitope). The TCR CDR3 sequence is CASSYGSEGGELFF. The epitope is SEPVLKGVKL. (2) Result: 0 (the TCR does not bind to the epitope). The TCR CDR3 sequence is CASSLGGEQETQYF. The epitope is VTIAEILLI. (3) The epitope is HSKKKCDEL. The TCR CDR3 sequence is CASSHYQGNEQFF. Result: 0 (the TCR does not bind to the epitope). (4) Result: 0 (the TCR does not bind to the epitope). The epitope is KRWIILGLNK. The TCR CDR3 sequence is CASSLGGEAFF.